From a dataset of Peptide-MHC class I binding affinity with 185,985 pairs from IEDB/IMGT. Regression. Given a peptide amino acid sequence and an MHC pseudo amino acid sequence, predict their binding affinity value. This is MHC class I binding data. (1) The peptide sequence is ELLNTPYCNY. The MHC is HLA-A01:01 with pseudo-sequence HLA-A01:01. The binding affinity (normalized) is 0.129. (2) The peptide sequence is ELAPIRVNA. The MHC is HLA-A25:01 with pseudo-sequence HLA-A25:01. The binding affinity (normalized) is 0.0847. (3) The peptide sequence is LPDTIETLML. The MHC is HLA-B35:01 with pseudo-sequence HLA-B35:01. The binding affinity (normalized) is 0.412.